Dataset: CYP2C19 inhibition data for predicting drug metabolism from PubChem BioAssay. Task: Regression/Classification. Given a drug SMILES string, predict its absorption, distribution, metabolism, or excretion properties. Task type varies by dataset: regression for continuous measurements (e.g., permeability, clearance, half-life) or binary classification for categorical outcomes (e.g., BBB penetration, CYP inhibition). Dataset: cyp2c19_veith. (1) The drug is CCN1C(=O)[C@H]2CC[C@H]3/C(=N\OC)C[C@@H](O)[C@@H](O)[C@@H]3[C@@H]2C1=O. The result is 0 (non-inhibitor). (2) The compound is Cn1c(CN2CCOCC2)nnc1SCC(N)=O. The result is 0 (non-inhibitor).